This data is from Forward reaction prediction with 1.9M reactions from USPTO patents (1976-2016). The task is: Predict the product of the given reaction. (1) Given the reactants [CH3:1][O:2][C:3](=[O:24])[CH:4]([C:11]1[CH:16]=[CH:15][C:14]([S:17]([CH3:20])(=[O:19])=[O:18])=[C:13]([N+:21]([O-])=O)[CH:12]=1)[CH2:5][CH:6]1[CH2:10][CH2:9][CH2:8][CH2:7]1.[Cl-].[NH4+], predict the reaction product. The product is: [CH3:1][O:2][C:3](=[O:24])[CH:4]([C:11]1[CH:16]=[CH:15][C:14]([S:17]([CH3:20])(=[O:18])=[O:19])=[C:13]([NH2:21])[CH:12]=1)[CH2:5][CH:6]1[CH2:7][CH2:8][CH2:9][CH2:10]1. (2) Given the reactants Br[CH2:2][CH2:3][O:4][C:5]1[CH:13]=[C:12]2[C:8]([CH:9]=[C:10]([C:14]([NH:16][CH:17]3[CH2:22][CH2:21][CH2:20][CH2:19][CH2:18]3)=[O:15])[NH:11]2)=[C:7]([CH3:23])[CH:6]=1.C([O-])([O-])=O.[Cs+].[Cs+].[NH:30]1[CH2:35][CH2:34][O:33][CH2:32][CH2:31]1, predict the reaction product. The product is: [CH:17]1([NH:16][C:14]([C:10]2[NH:11][C:12]3[C:8]([CH:9]=2)=[C:7]([CH3:23])[CH:6]=[C:5]([O:4][CH2:3][CH2:2][N:30]2[CH2:35][CH2:34][O:33][CH2:32][CH2:31]2)[CH:13]=3)=[O:15])[CH2:22][CH2:21][CH2:20][CH2:19][CH2:18]1. (3) Given the reactants C(O[CH:4](OCC)[CH2:5][O:6][C:7]1[CH:12]=[CH:11][C:10]([F:13])=[CH:9][CH:8]=1)C, predict the reaction product. The product is: [F:13][C:10]1[CH:9]=[CH:8][C:7]2[O:6][CH:5]=[CH:4][C:12]=2[CH:11]=1. (4) Given the reactants [N:1]1[C:10]2[C:5](=[CH:6][C:7]([CH:11]([CH3:15])[C:12](O)=[O:13])=[CH:8][CH:9]=2)[CH:4]=[CH:3][CH:2]=1.C(N(CC)CC)C.ClC(OCC)=O.[N-:29]=[N+:30]=[N-:31].[Na+], predict the reaction product. The product is: [N:1]1[C:10]2[C:5](=[CH:6][C:7]([CH:11]([CH3:15])[C:12]([N:29]=[N+:30]=[N-:31])=[O:13])=[CH:8][CH:9]=2)[CH:4]=[CH:3][CH:2]=1. (5) Given the reactants Cl.[Cl:2][C:3]1[CH:8]=[CH:7][C:6]([C@@H:9]([C@@H:27]2[CH2:31][CH2:30][CH2:29][NH:28]2)[NH:10][C:11]([N:13]2[CH2:22][CH2:21][C:20]3[CH:19]=[N:18][C:17]([NH:23][CH:24]([CH3:26])[CH3:25])=[N:16][C:15]=3[CH2:14]2)=[O:12])=[CH:5][C:4]=1[F:32].[CH3:33][C:34](OC(C)=O)=[O:35].C(Cl)Cl, predict the reaction product. The product is: [C:34]([N:28]1[CH2:29][CH2:30][CH2:31][C@H:27]1[C@H:9]([C:6]1[CH:7]=[CH:8][C:3]([Cl:2])=[C:4]([F:32])[CH:5]=1)[NH:10][C:11]([N:13]1[CH2:22][CH2:21][C:20]2[CH:19]=[N:18][C:17]([NH:23][CH:24]([CH3:25])[CH3:26])=[N:16][C:15]=2[CH2:14]1)=[O:12])(=[O:35])[CH3:33]. (6) Given the reactants [Cl:1][C:2]1[C:10]2[C:5](=[CH:6][C:7]([S:11]([N:14]3[CH2:19][C:18](=[O:20])[N:17]([CH2:21][CH:22]4[CH2:27][CH2:26][N:25]([C:28]5[CH:33]=[CH:32][C:31](=[O:34])[N:30]([CH3:35])[N:29]=5)[CH2:24][CH2:23]4)[CH:16]([C:36]([OH:38])=O)[CH2:15]3)(=[O:13])=[O:12])=[CH:8][CH:9]=2)[NH:4][CH:3]=1.F[B-](F)(F)F.N1(OC(N(C)C)=[N+](C)C)C2C=CC=CC=2N=N1.[CH3:61][O:62][CH2:63][CH2:64][NH2:65], predict the reaction product. The product is: [CH3:61][O:62][CH2:63][CH2:64][NH:65][C:36]([CH:16]1[CH2:15][N:14]([S:11]([C:7]2[CH:6]=[C:5]3[C:10]([C:2]([Cl:1])=[CH:3][NH:4]3)=[CH:9][CH:8]=2)(=[O:13])=[O:12])[CH2:19][C:18](=[O:20])[N:17]1[CH2:21][CH:22]1[CH2:23][CH2:24][N:25]([C:28]2[CH:33]=[CH:32][C:31](=[O:34])[N:30]([CH3:35])[N:29]=2)[CH2:26][CH2:27]1)=[O:38]. (7) Given the reactants Cl[C:2]1[N:7]=[C:6]2[CH2:8][CH2:9][CH2:10][C:5]2=[C:4]([C:11]2[CH:12]=[N:13][C:14]([CH3:17])=[N:15][CH:16]=2)[CH:3]=1.[F:18][C:19]1[N:24]=[C:23]([CH2:25][OH:26])[CH:22]=[CH:21][CH:20]=1.O(C(C)(C)C)[Na].C(Cl)(Cl)Cl, predict the reaction product. The product is: [F:18][C:19]1[N:24]=[C:23]([CH2:25][O:26][C:2]2[N:7]=[C:6]3[CH2:8][CH2:9][CH2:10][C:5]3=[C:4]([C:11]3[CH:12]=[N:13][C:14]([CH3:17])=[N:15][CH:16]=3)[CH:3]=2)[CH:22]=[CH:21][CH:20]=1. (8) Given the reactants C([Li])CCC.[CH2:6]([O:8][C:9]#[CH:10])[CH3:7].[CH2:11]([Sn:15](Cl)([CH2:20][CH2:21][CH2:22][CH3:23])[CH2:16][CH2:17][CH2:18][CH3:19])[CH2:12][CH2:13][CH3:14], predict the reaction product. The product is: [CH2:20]([Sn:15]([CH2:11][CH2:12][CH2:13][CH3:14])([CH2:16][CH2:17][CH2:18][CH3:19])[C:10]#[C:9][O:8][CH2:6][CH3:7])[CH2:21][CH2:22][CH3:23]. (9) Given the reactants [H-].[Na+].[CH3:3][O:4][C:5]1[CH:6]=[CH:7]C2N[C:13](=O)[CH2:12][C:11](=[O:16])[N:10]([CH3:17])[C:9]=2[CH:18]=1.[CH3:19]I.O.[CH3:22][N:23]([CH:25]=[O:26])[CH3:24], predict the reaction product. The product is: [CH3:3][O:4][C:5]1[CH:6]=[CH:7][C:22]2[N:23]([CH3:24])[C:25](=[O:26])[C:12]([CH3:13])([CH3:19])[C:11](=[O:16])[N:10]([CH3:17])[C:9]=2[CH:18]=1. (10) Given the reactants [F:1][C:2]1[CH:18]=[C:17]([N+:19]([O-:21])=[O:20])[CH:16]=[CH:15][C:3]=1[O:4][C:5]1[CH:10]=[CH:9][N:8]=[C:7]2[NH:11][CH:12]=[C:13]([I:14])[C:6]=12.[H-].[Na+].[CH3:24][C:25]([O:28][C:29](O[C:29]([O:28][C:25]([CH3:27])([CH3:26])[CH3:24])=[O:30])=[O:30])([CH3:27])[CH3:26], predict the reaction product. The product is: [F:1][C:2]1[CH:18]=[C:17]([N+:19]([O-:21])=[O:20])[CH:16]=[CH:15][C:3]=1[O:4][C:5]1[CH:10]=[CH:9][N:8]=[C:7]2[N:11]([C:29]([O:28][C:25]([CH3:27])([CH3:26])[CH3:24])=[O:30])[CH:12]=[C:13]([I:14])[C:6]=12.